This data is from Full USPTO retrosynthesis dataset with 1.9M reactions from patents (1976-2016). The task is: Predict the reactants needed to synthesize the given product. Given the product [NH2:29][C:2]1[N:7]=[C:6]([C@:8]2([CH3:27])[C@@H:13]([F:14])[C@@H:12]([C:15]([F:18])([F:17])[F:16])[O:11][C:10]([NH:19][C:20](=[O:26])[O:21][C:22]([CH3:25])([CH3:24])[CH3:23])=[N:9]2)[C:5]([F:28])=[CH:4][CH:3]=1, predict the reactants needed to synthesize it. The reactants are: Br[C:2]1[N:7]=[C:6]([C@:8]2([CH3:27])[C@@H:13]([F:14])[C@@H:12]([C:15]([F:18])([F:17])[F:16])[O:11][C:10]([NH:19][C:20](=[O:26])[O:21][C:22]([CH3:25])([CH3:24])[CH3:23])=[N:9]2)[C:5]([F:28])=[CH:4][CH:3]=1.[N-:29]=[N+]=[N-].[Na+].O=C1O[C@H]([C@H](CO)O)C([O-])=C1O.[Na+].CN[C@@H]1CCCC[C@H]1NC.C([O-])(O)=O.[Na+].